This data is from Full USPTO retrosynthesis dataset with 1.9M reactions from patents (1976-2016). The task is: Predict the reactants needed to synthesize the given product. (1) The reactants are: [CH3:1][C:2]([Si:5]([CH3:18])([CH3:17])[O:6][CH2:7][C@@H:8]1[NH:13][CH2:12][CH2:11][N:10]2[CH2:14][CH2:15][CH2:16][C@@H:9]12)([CH3:4])[CH3:3].[F:19][C:20]([F:54])([F:53])[C:21]1[CH:22]=[C:23]([C:31]([CH3:52])([CH3:51])[C:32]([N:34]([C:36]2[CH:37]=[N:38][C:39](Cl)=[CH:40][C:41]=2[C:42]2[CH:47]=[CH:46][C:45]([F:48])=[CH:44][C:43]=2[CH3:49])[CH3:35])=[O:33])[CH:24]=[C:25]([C:27]([F:30])([F:29])[F:28])[CH:26]=1.[OH-].[Na+]. Given the product [F:30][C:27]([F:28])([F:29])[C:25]1[CH:24]=[C:23]([C:31]([CH3:52])([CH3:51])[C:32]([N:34]([C:36]2[CH:37]=[N:38][C:39]([N:13]3[CH2:12][CH2:11][N:10]4[CH2:14][CH2:15][CH2:16][C@H:9]4[C@@H:8]3[CH2:7][O:6][Si:5]([C:2]([CH3:1])([CH3:3])[CH3:4])([CH3:18])[CH3:17])=[CH:40][C:41]=2[C:42]2[CH:47]=[CH:46][C:45]([F:48])=[CH:44][C:43]=2[CH3:49])[CH3:35])=[O:33])[CH:22]=[C:21]([C:20]([F:54])([F:19])[F:53])[CH:26]=1, predict the reactants needed to synthesize it. (2) Given the product [Br:1][C:2]1[N:12]=[CH:11][C:5]2[O:6][CH2:7][CH2:8][NH:9][C:4]=2[CH:3]=1, predict the reactants needed to synthesize it. The reactants are: [Br:1][C:2]1[N:12]=[CH:11][C:5]2[O:6][CH2:7][C:8](=O)[NH:9][C:4]=2[CH:3]=1. (3) Given the product [CH:1]([C:4]1[CH:5]=[CH:6][C:7]([C:10]([C:12]2[CH:17]=[C:16]([O:18][CH2:19][C:20]#[CH:21])[CH:15]=[CH:14][C:13]=2[NH:22][CH2:23][C:24]2[N:25]=[N:26][N:27]([CH2:36][CH2:37][O:32][CH3:29])[N:28]=2)=[O:11])=[CH:8][CH:9]=1)([CH3:3])[CH3:2].[CH:1]([C:4]1[CH:5]=[CH:6][C:7]([C:10]([C:12]2[CH:17]=[C:16]([O:18][CH2:19][C:20]#[CH:21])[CH:15]=[CH:14][C:13]=2[NH:22][CH2:23][C:24]2[N:28]([CH2:36][CH2:37][O:30][CH3:29])[N:27]=[N:26][N:25]=2)=[O:11])=[CH:8][CH:9]=1)([CH3:3])[CH3:2], predict the reactants needed to synthesize it. The reactants are: [CH:1]([C:4]1[CH:9]=[CH:8][C:7]([C:10]([C:12]2[CH:17]=[C:16]([O:18][CH2:19][C:20]#[CH:21])[CH:15]=[CH:14][C:13]=2[NH:22][CH2:23][C:24]2[NH:28][N:27]=[N:26][N:25]=2)=[O:11])=[CH:6][CH:5]=1)([CH3:3])[CH3:2].[C:29]([O-:32])([O-])=[O:30].[K+].[K+].Cl[CH2:36][C:37]#N. (4) Given the product [Br:17][C:2]1[C:11]2[C:6](=[CH:7][C:8]([C:12]([OH:14])=[O:13])=[CH:9][CH:10]=2)[C:5](=[O:15])[NH:4][N:3]=1, predict the reactants needed to synthesize it. The reactants are: O=[C:2]1[C:11]2[C:6](=[CH:7][C:8]([C:12]([OH:14])=[O:13])=[CH:9][CH:10]=2)[C:5](=[O:15])[NH:4][NH:3]1.P(Br)(Br)(Br)(Br)[Br:17]. (5) The reactants are: C(OC([NH:8][C@@H:9]([CH2:13][C:14]1[CH:19]=[CH:18][C:17]([O:20][CH3:21])=[CH:16][CH:15]=1)[C:10]([OH:12])=[O:11])=O)(C)(C)C.S(=O)(=O)(O)O.[OH-].[Na+].[C:29](=O)([O-])O.[Na+]. Given the product [NH2:8][C@@H:9]([CH2:13][C:14]1[CH:19]=[CH:18][C:17]([O:20][CH3:21])=[CH:16][CH:15]=1)[C:10]([O:12][CH3:29])=[O:11], predict the reactants needed to synthesize it.